This data is from Peptide-MHC class II binding affinity with 134,281 pairs from IEDB. The task is: Regression. Given a peptide amino acid sequence and an MHC pseudo amino acid sequence, predict their binding affinity value. This is MHC class II binding data. The binding affinity (normalized) is 0.143. The peptide sequence is AISFWFMCSNGSLQCRI. The MHC is DRB1_1501 with pseudo-sequence DRB1_1501.